This data is from Catalyst prediction with 721,799 reactions and 888 catalyst types from USPTO. The task is: Predict which catalyst facilitates the given reaction. (1) Reactant: [CH3:1][C:2]1[CH:7]=[CH:6][C:5]([S:8]([NH:11][CH3:12])(=[O:10])=[O:9])=[CH:4][CH:3]=1.[CH2:13]([O:15][C:16](=[O:25])[CH2:17][CH2:18][CH2:19][CH2:20][CH2:21][CH2:22][CH2:23]Br)[CH3:14].[H-].[Na+]. Product: [CH2:13]([O:15][C:16](=[O:25])[CH2:17][CH2:18][CH2:19][CH2:20][CH2:21][CH2:22][CH2:23][N:11]([CH3:12])[S:8]([C:5]1[CH:6]=[CH:7][C:2]([CH3:1])=[CH:3][CH:4]=1)(=[O:10])=[O:9])[CH3:14]. The catalyst class is: 3. (2) Reactant: [Br-].C1([P+](C2C=CC=CC=2)(C2C=CC=CC=2)[CH2:9][CH2:10][CH2:11][C:12]([O:14][CH2:15][CH3:16])=[O:13])C=CC=CC=1.[CH3:29][C:30]1[O:36][C:33]([CH:34]=O)=[CH:32][CH:31]=1.C[Si]([N-][Si](C)(C)C)(C)C.[Na+]. Product: [CH3:34][C:33]1[O:36][C:30](/[CH:29]=[CH:9]/[CH2:10][CH2:11][C:12]([O:14][CH2:15][CH3:16])=[O:13])=[CH:31][CH:32]=1. The catalyst class is: 7. (3) Reactant: [C:1]([O:5][C:6]([N:8]1[CH2:13][CH2:12][N:11]([C:14]([O:16][C:17]([CH3:20])([CH3:19])[CH3:18])=[O:15])[CH2:10][CH:9]1[C:21](O)=[O:22])=[O:7])([CH3:4])([CH3:3])[CH3:2].C(N(CC)CC)C.ClC(OCC(C)C)=O.[BH4-].[Na+].Cl. Product: [OH:22][CH2:21][CH:9]1[CH2:10][N:11]([C:14]([O:16][C:17]([CH3:19])([CH3:20])[CH3:18])=[O:15])[CH2:12][CH2:13][N:8]1[C:6]([O:5][C:1]([CH3:4])([CH3:3])[CH3:2])=[O:7]. The catalyst class is: 253. (4) Reactant: [OH:1][C:2]([C@H:4]([C:6]1[CH:15]=[CH:14][C:9]([CH2:10][CH:11]([CH3:13])[CH3:12])=[CH:8][CH:7]=1)[CH3:5])=[O:3].[CH3:16][C:17]12[CH2:26][C:24]3([NH2:27])[CH2:25][CH:19]([CH2:20][C:21]([CH3:28])([CH2:23]3)[CH2:22]1)[CH2:18]2. Product: [CH3:28][C:21]12[CH2:23][C:24]3([NH2:27])[CH2:25][CH:19]([CH2:18][C:17]([CH3:16])([CH2:26]3)[CH2:22]1)[CH2:20]2.[OH:3][C:2]([C@H:4]([C:6]1[CH:7]=[CH:8][C:9]([CH2:10][CH:11]([CH3:12])[CH3:13])=[CH:14][CH:15]=1)[CH3:5])=[O:1]. The catalyst class is: 25. (5) Reactant: [CH3:1][O:2][C:3]([C@@H:5]1[CH2:10][CH2:9][C@H:8]([O:11][C:12]2[CH:52]=[CH:51][C:15]([C:16]([N:18]([C:38]3[N:39]=[N:40][C:41]([NH:44][C:45]4[CH:50]=[CH:49][CH:48]=[CH:47][CH:46]=4)=[CH:42][CH:43]=3)C(C3C=CC(O[C@@H]4CC[C@H](C(OC)=O)CC4)=CC=3)=O)=[O:17])=[CH:14][CH:13]=2)[CH2:7][CH2:6]1)=[O:4].O.NN. Product: [C:45]1([NH:44][C:41]2[N:40]=[N:39][C:38]([NH:18][C:16]([C:15]3[CH:14]=[CH:13][C:12]([O:11][C@@H:8]4[CH2:7][CH2:6][C@H:5]([C:3]([O:2][CH3:1])=[O:4])[CH2:10][CH2:9]4)=[CH:52][CH:51]=3)=[O:17])=[CH:43][CH:42]=2)[CH:50]=[CH:49][CH:48]=[CH:47][CH:46]=1. The catalyst class is: 17.